This data is from Full USPTO retrosynthesis dataset with 1.9M reactions from patents (1976-2016). The task is: Predict the reactants needed to synthesize the given product. (1) Given the product [F:20][C:21]([F:34])([F:35])[C:22]1[CH:23]=[C:24]([CH:27]=[C:28]([C:30]([F:33])([F:31])[F:32])[CH:29]=1)[CH2:25][NH:26][CH2:6][C:5]1[CH:8]=[C:9]([C:12]([F:15])([F:14])[F:13])[CH:10]=[CH:11][C:4]=1[N:3]([CH2:1][CH3:2])[CH2:16][CH2:17][O:18][CH3:19], predict the reactants needed to synthesize it. The reactants are: [CH2:1]([N:3]([CH2:16][CH2:17][O:18][CH3:19])[C:4]1[CH:11]=[CH:10][C:9]([C:12]([F:15])([F:14])[F:13])=[CH:8][C:5]=1[CH:6]=O)[CH3:2].[F:20][C:21]([F:35])([F:34])[C:22]1[CH:23]=[C:24]([CH:27]=[C:28]([C:30]([F:33])([F:32])[F:31])[CH:29]=1)[CH2:25][NH2:26].C(O)(=O)C.C(Cl)Cl. (2) The reactants are: [C:1]([O:5][C:6](=[O:43])[NH:7][C:8]([C:10]1[S:11][C:12]([S:41][CH3:42])=[C:13]([S:15]([C:18]2[CH:39]=[C:38]([Br:40])[C:21]3[N:22]=[CH:23][N:24]([CH2:25][C:26]4[CH:31]=[C:30]([NH:32][C:33](=[O:36])CBr)[CH:29]=[CH:28][C:27]=4[F:37])[C:20]=3[CH:19]=2)(=[O:17])=[O:16])[CH:14]=1)=[NH:9])([CH3:4])([CH3:3])[CH3:2].[SH:44][CH2:45][CH2:46][C:47]([O:49][CH3:50])=[O:48].[CH2:51](Cl)Cl. Given the product [CH3:50][O:49][C:47](=[O:48])[CH2:46][CH2:45][SH:44]([C:33](=[O:36])[NH:32][C:30]1[CH:29]=[CH:28][C:27]([F:37])=[C:26]([CH2:25][N:24]2[C:20]3[CH:19]=[C:18]([S:15]([C:13]4[CH:14]=[C:10]([C:8]([NH:7][C:6]([O:5][C:1]([CH3:4])([CH3:3])[CH3:2])=[O:43])=[NH:9])[S:11][C:12]=4[S:41][CH3:42])(=[O:16])=[O:17])[CH:39]=[C:38]([Br:40])[C:21]=3[N:22]=[CH:23]2)[CH:31]=1)[CH3:51], predict the reactants needed to synthesize it. (3) Given the product [I:10][C:3]1[C:4]2[C:5](=[CH:6][N:7]=[CH:8][CH:9]=2)[NH:1][N:2]=1, predict the reactants needed to synthesize it. The reactants are: [NH:1]1[C:5]2=[CH:6][N:7]=[CH:8][CH:9]=[C:4]2[CH:3]=[N:2]1.[I:10]I.[OH-].[K+]. (4) Given the product [NH2:16][C:12]1[CH:11]=[C:10]2[C:15](=[CH:14][CH:13]=1)[N:7]([CH2:6][C:5]1[CH:20]=[CH:21][C:2]([F:1])=[CH:3][CH:4]=1)[NH:8][C:9]2=[O:19], predict the reactants needed to synthesize it. The reactants are: [F:1][C:2]1[CH:21]=[CH:20][C:5]([CH2:6][N:7]2[C:15]3[C:10](=[CH:11][C:12]([N+:16]([O-])=O)=[CH:13][CH:14]=3)[C:9](=[O:19])[NH:8]2)=[CH:4][CH:3]=1.